From a dataset of Forward reaction prediction with 1.9M reactions from USPTO patents (1976-2016). Predict the product of the given reaction. (1) Given the reactants [NH2:1][C:2]1[N:7]=[C:6]([NH2:8])[N:5]=[C:4]([CH:9]=[CH:10][C:11]2[CH:18]=[CH:17][C:14]([CH:15]=O)=[CH:13][CH:12]=2)[N:3]=1.S(=O)(=O)(O)O.[NH:24]1[C:31](=[O:32])[CH2:30][C:28](=[O:29])[NH:27][C:25]1=[O:26], predict the reaction product. The product is: [NH2:1][C:2]1[N:7]=[C:6]([NH2:8])[N:5]=[C:4]([CH:9]=[CH:10][C:11]2[CH:18]=[CH:17][C:14]([CH:15]=[C:30]3[C:28](=[O:29])[NH:27][C:25](=[O:26])[NH:24][C:31]3=[O:32])=[CH:13][CH:12]=2)[N:3]=1. (2) Given the reactants Cl[C:2]1[O:3][C:4]([C:7]2[N:12]=[C:11]([NH:13][C:14]3[CH:19]=[C:18]([CH3:20])[CH:17]=[CH:16][N:15]=3)[CH:10]=[CH:9][CH:8]=2)=[CH:5][N:6]=1.[NH2:21][CH2:22][C:23]1[CH:28]=[CH:27][N:26]=[CH:25][CH:24]=1.O, predict the reaction product. The product is: [CH3:20][C:18]1[CH:17]=[CH:16][N:15]=[C:14]([NH:13][C:11]2[N:12]=[C:7]([C:4]3[O:3][C:2]([NH:21][CH2:22][C:23]4[CH:28]=[CH:27][N:26]=[CH:25][CH:24]=4)=[N:6][CH:5]=3)[CH:8]=[CH:9][CH:10]=2)[CH:19]=1. (3) Given the reactants Cl[CH2:2][C:3]1[CH:21]=[CH:20][C:6]([O:7][CH2:8][C:9]2[N:10]=[C:11]([C:15]3[O:16][CH:17]=[CH:18][CH:19]=3)[O:12][C:13]=2[CH3:14])=[C:5]([O:22][CH2:23][CH3:24])[CH:4]=1.[OH:25][C:26]1[C:30]([CH:31]=[O:32])=[CH:29][N:28]([C:33]2[CH:38]=[CH:37][CH:36]=[CH:35][CH:34]=2)[N:27]=1.CN(C)C=O.[H-].[Na+], predict the reaction product. The product is: [CH2:23]([O:22][C:5]1[CH:4]=[C:3]([CH:21]=[CH:20][C:6]=1[O:7][CH2:8][C:9]1[N:10]=[C:11]([C:15]2[O:16][CH:17]=[CH:18][CH:19]=2)[O:12][C:13]=1[CH3:14])[CH2:2][O:25][C:26]1[C:30]([CH:31]=[O:32])=[CH:29][N:28]([C:33]2[CH:34]=[CH:35][CH:36]=[CH:37][CH:38]=2)[N:27]=1)[CH3:24]. (4) Given the reactants Cl[C:2]1[N:7]=[C:6]([NH:8][C:9]2[CH:14]=[C:13]([O:15][CH3:16])[CH:12]=[C:11]([O:17][CH3:18])[CH:10]=2)[C:5]([F:19])=[CH:4][N:3]=1.[OH:20][C:21]1[CH:22]=[C:23]([CH:25]=[CH:26][CH:27]=1)[NH2:24], predict the reaction product. The product is: [CH3:18][O:17][C:11]1[CH:10]=[C:9]([NH:8][C:6]2[C:5]([F:19])=[CH:4][N:3]=[C:2]([NH:24][C:23]3[CH:25]=[CH:26][CH:27]=[C:21]([OH:20])[CH:22]=3)[N:7]=2)[CH:14]=[C:13]([O:15][CH3:16])[CH:12]=1.